Dataset: Catalyst prediction with 721,799 reactions and 888 catalyst types from USPTO. Task: Predict which catalyst facilitates the given reaction. Reactant: [CH3:1][O:2][C:3]1[CH:8]=[C:7]([O:9][CH3:10])[N:6]=[C:5]([CH3:11])[N:4]=1.[Br:12]N1C(=O)CCC1=O. Product: [Br:12][C:8]1[C:7]([O:9][CH3:10])=[N:6][C:5]([CH3:11])=[N:4][C:3]=1[O:2][CH3:1]. The catalyst class is: 15.